Dataset: Reaction yield outcomes from USPTO patents with 853,638 reactions. Task: Predict the reaction yield, written as a fraction of the theoretical maximum amount of product (1.0 means a 100% yield; for example, 0.34 means a 34% yield). The yield is 0.700. The catalyst is C(#N)C.CN(C)C1C=CN=CC=1.C(OCC)(=O)C. The reactants are [Cl:1][C:2]1[C:3]([O:12][C:13]2[CH:18]=[C:17]([O:19][CH2:20][CH2:21][O:22][CH3:23])[CH:16]=[CH:15][C:14]=2/[CH:24]=[CH:25]/[C:26]([OH:28])=O)=[N:4][CH:5]=[C:6]([C:8]([F:11])([F:10])[F:9])[CH:7]=1.Cl.C(N=C=NCCCN(C)C)C.[Cl:41][C:42]1[CH:47]=[CH:46][CH:45]=[CH:44][C:43]=1[S:48]([NH2:51])(=[O:50])=[O:49].Cl. The product is [Cl:41][C:42]1[CH:47]=[CH:46][CH:45]=[CH:44][C:43]=1[S:48]([NH:51][C:26](=[O:28])/[CH:25]=[CH:24]/[C:14]1[CH:15]=[CH:16][C:17]([O:19][CH2:20][CH2:21][O:22][CH3:23])=[CH:18][C:13]=1[O:12][C:3]1[C:2]([Cl:1])=[CH:7][C:6]([C:8]([F:11])([F:10])[F:9])=[CH:5][N:4]=1)(=[O:50])=[O:49].